This data is from Experimentally validated miRNA-target interactions with 360,000+ pairs, plus equal number of negative samples. The task is: Binary Classification. Given a miRNA mature sequence and a target amino acid sequence, predict their likelihood of interaction. The miRNA is hsa-miR-650 with sequence AGGAGGCAGCGCUCUCAGGAC. The protein sequence of the target gene is MEPEINCSELCDSFPGQELDRRPLHDLCKTTITSSHHSSKTISSLSPVLLGIVWTFLSCGLLLILFFLAFTIHCRKNRIVKMSSPNLNIVTLLGSCLTYSSAYLFGIQDVLVGSSMETLIQTRLSMLCIGTSLVFGPILGKSWRLYKVFTQRVPDKRVIIKDLQLLGLVAALLMADVILLMTWVLTDPIQCLQILSVSMTVTGKDVSCTSTSTHFCASRYSDVWIALIWGCKGLLLLYGAYLAGLTGHVSSPPVNQSLTIMVGVNLLVLAAGLLFVVTRYLHSWPNLVFGLTSGGIFVCT.... Result: 1 (interaction).